This data is from Full USPTO retrosynthesis dataset with 1.9M reactions from patents (1976-2016). The task is: Predict the reactants needed to synthesize the given product. (1) Given the product [OH:10][C@H:11]1[CH2:15][CH2:14][N:13]([CH2:16][CH2:17][C:18]2[CH:23]=[CH:22][C:21]3[O:24][CH2:25][O:26][C:20]=3[CH:19]=2)[CH2:12]1, predict the reactants needed to synthesize it. The reactants are: [N+](C1C=CC(C([O:10][C@H:11]2[CH2:15][CH2:14][N:13]([CH2:16][CH2:17][C:18]3[CH:23]=[CH:22][C:21]4[O:24][CH2:25][O:26][C:20]=4[CH:19]=3)[CH2:12]2)=O)=CC=1)([O-])=O.[OH-].[Na+]. (2) Given the product [CH3:1][N:2]([CH3:11])[S:3]([N:6]1[CH:10]=[CH:9][N:8]=[C:7]1[CH:35]([C:30]1[N:31]([CH3:34])[N:32]=[C:33]2[C:29]=1[CH:28]=[CH:27][CH:26]=[C:25]2[C:19]1[CH:20]=[CH:21][C:22]([Cl:24])=[CH:23][C:18]=1[Cl:17])[OH:36])(=[O:4])=[O:5], predict the reactants needed to synthesize it. The reactants are: [CH3:1][N:2]([CH3:11])[S:3]([N:6]1[CH:10]=[CH:9][N:8]=[CH:7]1)(=[O:5])=[O:4].[Li]CCCC.[Cl:17][C:18]1[CH:23]=[C:22]([Cl:24])[CH:21]=[CH:20][C:19]=1[C:25]1[C:33]2[C:29](=[C:30]([CH:35]=[O:36])[N:31]([CH3:34])[N:32]=2)[CH:28]=[CH:27][CH:26]=1. (3) Given the product [CH2:15]([N:4]([CH2:3][CH2:2][NH:1][C:28]([C:23]1[CH:22]=[CH:21][C:20]2[C:25](=[CH:26][CH:27]=[C:18]([I:17])[CH:19]=2)[N:24]=1)=[O:29])[CH2:5][CH2:6][O:7][C:8]1[C:9]([F:14])=[N:10][CH:11]=[CH:12][CH:13]=1)[CH3:16], predict the reactants needed to synthesize it. The reactants are: [NH2:1][CH2:2][CH2:3][N:4]([CH2:15][CH3:16])[CH2:5][CH2:6][O:7][C:8]1[C:9]([F:14])=[N:10][CH:11]=[CH:12][CH:13]=1.[I:17][C:18]1[CH:19]=[C:20]2[C:25](=[CH:26][CH:27]=1)[N:24]=[C:23]([C:28](OCC)=[O:29])[CH:22]=[CH:21]2.C(N(CCNC(C1C=NC2C(=CC=C(I)C=2)N=1)=O)CCOC1C(F)=NC=CC=1)C. (4) The reactants are: [NH2:1][C:2]1[N:7]=[C:6]([C:8]2[S:12][C:11]3[CH:13]=[CH:14][C:15]([CH2:17][C:18]4[CH:19]=[C:20]([CH:36]=[CH:37][CH:38]=4)[C:21]([NH:23]C4C=CC(N5CCOCC5)=CC=4)=[O:22])=[CH:16][C:10]=3[C:9]=2[CH3:39])[CH:5]=[CH:4][N:3]=1.N[CH2:41][CH2:42][CH2:43][N:44]1[CH2:49][CH2:48][O:47][CH2:46][CH2:45]1.O1CCN(C2C=CC(N)=CC=2)CC1. Given the product [NH2:1][C:2]1[N:7]=[C:6]([C:8]2[S:12][C:11]3[CH:13]=[CH:14][C:15]([CH2:17][C:18]4[CH:19]=[C:20]([CH:36]=[CH:37][CH:38]=4)[C:21]([NH:23][CH2:41][CH2:42][CH2:43][N:44]4[CH2:49][CH2:48][O:47][CH2:46][CH2:45]4)=[O:22])=[CH:16][C:10]=3[C:9]=2[CH3:39])[CH:5]=[CH:4][N:3]=1, predict the reactants needed to synthesize it. (5) Given the product [O:20]1[CH2:19][CH2:18][CH2:17][CH:16]1[CH2:15][N:12]1[CH:13]=[C:9]([B:4]2[O:5][C:6]([CH3:7])([CH3:8])[C:2]([CH3:14])([CH3:1])[O:3]2)[CH:10]=[N:11]1, predict the reactants needed to synthesize it. The reactants are: [CH3:1][C:2]1([CH3:14])[C:6]([CH3:8])([CH3:7])[O:5][B:4]([C:9]2[CH:10]=[N:11][NH:12][CH:13]=2)[O:3]1.[CH2:15](Br)[CH:16]1[O:20][CH2:19][CH2:18][CH2:17]1.C(=O)([O-])[O-].[Cs+].[Cs+]. (6) Given the product [Br:12][C:8]1[CH:9]=[CH:10][CH:11]=[C:6]([CH2:5][C:4]2[N:13]=[C:14]([C:16]3[CH:21]=[CH:20][C:19]([CH3:22])=[CH:18][CH:17]=3)[O:15][C:1]=2[CH3:2])[CH:7]=1, predict the reactants needed to synthesize it. The reactants are: [C:1]([CH:4]([NH:13][C:14]([C:16]1[CH:21]=[CH:20][C:19]([CH3:22])=[CH:18][CH:17]=1)=[O:15])[CH2:5][C:6]1[CH:11]=[CH:10][CH:9]=[C:8]([Br:12])[CH:7]=1)(=O)[CH3:2].P(Cl)(Cl)(Cl)=O. (7) Given the product [S:1]1[C:5]2[CH:6]=[CH:7][CH:8]=[CH:9][C:4]=2[CH:3]=[C:2]1[C:10]([NH:12][C@H:13]([C:18]([NH:20][CH2:21][CH2:22][CH2:23][C@H:24]([C:37]([OH:39])=[O:38])[NH:25][S:26]([C:29]1[CH:34]=[CH:33][C:32]([F:35])=[CH:31][C:30]=1[Cl:36])(=[O:28])=[O:27])=[O:19])[CH2:14][CH:15]([CH3:17])[CH3:16])=[O:11], predict the reactants needed to synthesize it. The reactants are: [S:1]1[C:5]2[CH:6]=[CH:7][CH:8]=[CH:9][C:4]=2[CH:3]=[C:2]1[C:10]([NH:12][C@H:13]([C:18]([NH:20][CH2:21][CH2:22][CH2:23][C@H:24]([C:37]([O:39]C)=[O:38])[NH:25][S:26]([C:29]1[CH:34]=[CH:33][C:32]([F:35])=[CH:31][C:30]=1[Cl:36])(=[O:28])=[O:27])=[O:19])[CH2:14][CH:15]([CH3:17])[CH3:16])=[O:11].C([O-])([O-])=O.[K+].[K+]. (8) Given the product [F:1][C:2]1[CH:7]=[CH:6][C:5]([CH2:8][C:9]2[CH:18]=[C:17]3[C:12]([C:13]([OH:34])=[C:14]([C:29]([NH:35][CH2:36][C@H:37]([OH:39])[CH3:38])=[O:30])[C:15](=[O:28])[N:16]3[CH2:19][CH2:20][N:21]3[CH2:26][CH2:25][CH2:24][CH2:23][C:22]3=[O:27])=[N:11][CH:10]=2)=[CH:4][CH:3]=1, predict the reactants needed to synthesize it. The reactants are: [F:1][C:2]1[CH:7]=[CH:6][C:5]([CH2:8][C:9]2[CH:18]=[C:17]3[C:12]([C:13]([OH:34])=[C:14]([C:29](OCC)=[O:30])[C:15](=[O:28])[N:16]3[CH2:19][CH2:20][N:21]3[CH2:26][CH2:25][CH2:24][CH2:23][C:22]3=[O:27])=[N:11][CH:10]=2)=[CH:4][CH:3]=1.[NH2:35][CH2:36][C@H:37]([OH:39])[CH3:38].